The task is: Predict the reaction yield, written as a fraction of the theoretical maximum amount of product (1.0 means a 100% yield; for example, 0.34 means a 34% yield).. This data is from Reaction yield outcomes from USPTO patents with 853,638 reactions. (1) The reactants are Cl.[Cl:2][C:3]1[C:4]2[N:5]([CH:18]=[N:19][CH:20]=2)[C:6]([N:12]2[CH2:17][CH2:16][NH:15][CH2:14][CH2:13]2)=[C:7]([C:9](=[O:11])[CH3:10])[CH:8]=1.C(N(CC)C(C)C)(C)C.[C:30](Cl)(=[O:32])[CH3:31]. The catalyst is C(Cl)Cl. The product is [C:30]([N:15]1[CH2:16][CH2:17][N:12]([C:6]2[N:5]3[CH:18]=[N:19][CH:20]=[C:4]3[C:3]([Cl:2])=[CH:8][C:7]=2[C:9](=[O:11])[CH3:10])[CH2:13][CH2:14]1)(=[O:32])[CH3:31]. The yield is 0.770. (2) The reactants are Cl[C:2]1[NH:3][C:4]([C:9]2[CH:14]=[CH:13][CH:12]=[CH:11][C:10]=2[F:15])=[CH:5][C:6]=1[C:7]#[N:8].C(N(C(C)C)CC)(C)C. The catalyst is CO. The product is [F:15][C:10]1[CH:11]=[CH:12][CH:13]=[CH:14][C:9]=1[C:4]1[NH:3][CH:2]=[C:6]([C:7]#[N:8])[CH:5]=1. The yield is 0.880. (3) The reactants are C1COCC1.[H-].[H-].[H-].[H-].[Li+].[Al+3].[CH3:12][C:13]1[C:14]([C:19](OCC)=[O:20])=[CH:15][S:16][C:17]=1[CH3:18].[OH-].[Na+]. The catalyst is O. The product is [CH3:12][C:13]1[C:14]([CH2:19][OH:20])=[CH:15][S:16][C:17]=1[CH3:18]. The yield is 0.860. (4) The reactants are [CH3:1][C:2]1[CH:7]=[CH:6][C:5]([Mg]Br)=[CH:4][CH:3]=1.[N:10]12[CH2:17][CH2:16][C:13]([C:18]([O:20]CC)=O)([CH2:14][CH2:15]1)[CH2:12][CH2:11]2. The product is [N:10]12[CH2:11][CH2:12][C:13]([C:18]([C:5]3[CH:6]=[CH:7][C:2]([CH3:1])=[CH:3][CH:4]=3)([C:5]3[CH:6]=[CH:7][C:2]([CH3:1])=[CH:3][CH:4]=3)[OH:20])([CH2:14][CH2:15]1)[CH2:16][CH2:17]2. The yield is 0.866. The catalyst is C1COCC1. (5) The reactants are [C:1]([CH:3]([C:10]1[CH:15]=[CH:14][CH:13]=[CH:12][CH:11]=1)[CH2:4][C:5]([O:7]CC)=[O:6])#N.[OH-:16].[K+].CC[OH:20]. The catalyst is C1(C)C=CC=CC=1. The product is [C:10]1([CH:3]([CH2:4][C:5]([OH:7])=[O:6])[C:1]([OH:20])=[O:16])[CH:15]=[CH:14][CH:13]=[CH:12][CH:11]=1. The yield is 0.890. (6) The reactants are C([O:4][CH:5]1[CH2:9][CH2:8][CH2:7][C:6]1([C:11]#[CH:12])[OH:10])(=O)C.[OH-].[Na+].Cl. The catalyst is CO.O. The product is [C:11]([C:6]1([OH:10])[CH2:7][CH2:8][CH2:9][CH:5]1[OH:4])#[CH:12]. The yield is 0.780. (7) The reactants are [NH2:1][C:2]1[CH:7]=[C:6]([CH3:8])[CH:5]=[CH:4][C:3]=1[OH:9].C1N=CN([C:15](N2C=NC=C2)=[O:16])C=1. The catalyst is C1COCC1.C(OCC)(=O)C. The product is [CH3:8][C:6]1[CH:5]=[CH:4][C:3]2[O:9][C:15](=[O:16])[NH:1][C:2]=2[CH:7]=1. The yield is 0.990.